From a dataset of Full USPTO retrosynthesis dataset with 1.9M reactions from patents (1976-2016). Predict the reactants needed to synthesize the given product. (1) Given the product [CH3:35][C:36]1[S:40][C:39]2=[N:41][C:42]([CH2:44][C:45]([N:25]3[CH2:26][CH2:27][C:21]4([CH2:22][N:19]([C@H:15]5[C:16]6[C:12](=[CH:11][C:10]([C:6]7[CH:5]=[C:4]([CH3:3])[N:9]=[CH:8][N:7]=7)=[CH:18][CH:17]=6)[CH2:13][CH2:14]5)[CH2:20]4)[CH2:23][CH2:24]3)=[O:46])=[CH:43][N:38]2[CH:37]=1, predict the reactants needed to synthesize it. The reactants are: Cl.Cl.[CH3:3][C:4]1[N:9]=[CH:8][N:7]=[C:6]([C:10]2[CH:11]=[C:12]3[C:16](=[CH:17][CH:18]=2)[C@H:15]([N:19]2[CH2:22][C:21]4([CH2:27][CH2:26][NH:25][CH2:24][CH2:23]4)[CH2:20]2)[CH2:14][CH2:13]3)[CH:5]=1.C(N(CC)CC)C.[CH3:35][C:36]1[S:40][CH:39]2[NH:41][C:42]([CH2:44][C:45](O)=[O:46])=[CH:43][N:38]2[CH:37]=1.CN(C(ON1N=NC2C=CC=CC1=2)=[N+](C)C)C.F[P-](F)(F)(F)(F)F. (2) Given the product [CH2:9]([O:7][C:6]([CH:1]1[CH2:5][CH2:4][CH2:3][CH2:2]1)=[O:8])[CH3:10], predict the reactants needed to synthesize it. The reactants are: [CH:1]1([C:6]([OH:8])=[O:7])[CH2:5][CH2:4][CH2:3][CH2:2]1.[CH2:9](O)[CH3:10].S(=O)(=O)(O)O. (3) Given the product [Cl:53][C:54]1[C:55]([S:60]([NH:63][C:19]([C:8]2[C:9]([N:12]3[CH2:13][CH2:14][CH:15]([CH3:18])[CH2:16][CH2:17]3)=[N:10][C:11]3[C:2]([CH3:1])([CH3:22])[CH2:3][CH2:4][CH2:5][C:6]=3[CH:7]=2)=[O:21])(=[O:61])=[O:62])=[N:56][CH:57]=[CH:58][N:59]=1, predict the reactants needed to synthesize it. The reactants are: [CH3:1][C:2]1([CH3:22])[C:11]2[N:10]=[C:9]([N:12]3[CH2:17][CH2:16][CH:15]([CH3:18])[CH2:14][CH2:13]3)[C:8]([C:19]([OH:21])=O)=[CH:7][C:6]=2[CH2:5][CH2:4][CH2:3]1.CN(C(ON1N=NC2C=CC=NC1=2)=[N+](C)C)C.F[P-](F)(F)(F)(F)F.C(=O)([O-])[O-].[Na+].[Na+].[Cl:53][C:54]1[C:55]([S:60]([NH2:63])(=[O:62])=[O:61])=[N:56][CH:57]=[CH:58][N:59]=1. (4) The reactants are: [Br:1][C:2]1[CH:9]=[CH:8][C:5]([CH:6]=O)=[C:4]([F:10])[CH:3]=1.BrC1C=CC(C=[N:17][OH:18])=C(OC)C=1. Given the product [Br:1][C:2]1[CH:9]=[CH:8][C:5]([CH:6]=[N:17][OH:18])=[C:4]([F:10])[CH:3]=1, predict the reactants needed to synthesize it. (5) Given the product [CH:1]1([C:4]2[C:9]3[C:10]([C:13]4[S:14][CH:15]=[CH:16][CH:17]=4)=[N:11][O:12][C:8]=3[C:7]([OH:18])=[C:6]([C:19]([NH:24][CH2:25][C:26]([OH:28])=[O:27])=[O:20])[N:5]=2)[CH2:3][CH2:2]1, predict the reactants needed to synthesize it. The reactants are: [CH:1]1([C:4]2[C:9]3[C:10]([C:13]4[S:14][CH:15]=[CH:16][CH:17]=4)=[N:11][O:12][C:8]=3[C:7]([OH:18])=[C:6]([C:19](OCC)=[O:20])[N:5]=2)[CH2:3][CH2:2]1.[NH2:24][CH2:25][C:26]([OH:28])=[O:27].C[O-].[Na+]. (6) Given the product [CH3:28][N:2]([CH3:1])[C:3](=[O:27])[O:4][C:5]1[CH:10]=[CH:9][CH:8]=[C:7]([NH:11][C:12]([C:14]2([CH2:20][C:21]3[CH:26]=[CH:25][CH:24]=[CH:23][CH:22]=3)[CH2:15][CH2:16][N:17]([C:30]3[C:31]4[C:38]([CH3:39])=[CH:37][NH:36][C:32]=4[N:33]=[CH:34][N:35]=3)[CH2:18][CH2:19]2)=[O:13])[CH:6]=1, predict the reactants needed to synthesize it. The reactants are: [CH3:1][N:2]([CH3:28])[C:3](=[O:27])[O:4][C:5]1[CH:10]=[CH:9][CH:8]=[C:7]([NH:11][C:12]([C:14]2([CH2:20][C:21]3[CH:26]=[CH:25][CH:24]=[CH:23][CH:22]=3)[CH2:19][CH2:18][NH:17][CH2:16][CH2:15]2)=[O:13])[CH:6]=1.Cl[C:30]1[C:31]2[C:38]([CH3:39])=[CH:37][NH:36][C:32]=2[N:33]=[CH:34][N:35]=1.C(N(CC)C(C)C)(C)C.C(O)(C)C.